Regression/Classification. Given a drug SMILES string, predict its toxicity properties. Task type varies by dataset: regression for continuous values (e.g., LD50, hERG inhibition percentage) or binary classification for toxic/non-toxic outcomes (e.g., AMES mutagenicity, cardiotoxicity, hepatotoxicity). Dataset: ld50_zhu. From a dataset of Acute oral toxicity (LD50) regression data from Zhu et al.. (1) The molecule is CCOP(=S)(CC)Oc1ccc([N+](=O)[O-])cc1Cl. The rat oral LD50 is 4.13, given as -log10 of the dose in mol/kg body weight (higher means more acutely toxic). (2) The compound is CC(C(=O)O)c1ccc2c(c1)CC(C(C)C)C2. The rat oral LD50 is 2.19, given as -log10 of the dose in mol/kg body weight (higher means more acutely toxic). (3) The compound is COC(C)COC(C)COC(C)CO. The rat oral LD50 is 1.80, given as -log10 of the dose in mol/kg body weight (higher means more acutely toxic). (4) The drug is O=C(O)C=CC(=O)OCCOCCO. The rat oral LD50 is 1.86, given as -log10 of the dose in mol/kg body weight (higher means more acutely toxic). (5) The drug is NC(=O)OC(CCl)Cc1ccccc1. The rat oral LD50 is 2.64, given as -log10 of the dose in mol/kg body weight (higher means more acutely toxic). (6) The molecule is CCCCNC(=O)n1c(NC(=O)OC)nc2ccccc21. The rat oral LD50 is 1.46, given as -log10 of the dose in mol/kg body weight (higher means more acutely toxic). (7) The rat oral LD50 is 2.00, given as -log10 of the dose in mol/kg body weight (higher means more acutely toxic). The compound is CC1(C)CC(=O)CC(C)(C)N1.